Dataset: Full USPTO retrosynthesis dataset with 1.9M reactions from patents (1976-2016). Task: Predict the reactants needed to synthesize the given product. (1) Given the product [CH2:53]([NH:55][C:56](=[O:57])[O:52][C:43]1[CH:44]=[C:45]([CH2:47][CH2:48][CH2:49][O:50][CH3:51])[CH:46]=[C:41]([CH2:40][N:7]([C:8](=[O:39])[CH:9]([CH2:19][C:20]2[CH:21]=[CH:22][C:23]([O:26][CH2:27][CH2:28][O:29][C:30]3[C:31]([Cl:38])=[CH:32][C:33]([CH3:37])=[CH:34][C:35]=3[Cl:36])=[CH:24][CH:25]=2)[CH2:10][NH:11][C:12]([O:13][C:14]([CH3:17])([CH3:15])[CH3:16])=[O:18])[CH:4]2[CH2:6][CH2:5]2)[CH:42]=1)[CH3:54], predict the reactants needed to synthesize it. The reactants are: C1([C:4]2([N:7]([CH2:40][C:41]3[CH:46]=[C:45]([CH2:47][CH2:48][CH2:49][O:50][CH3:51])[CH:44]=[C:43]([OH:52])[CH:42]=3)[C:8](=[O:39])[CH:9]([CH2:19][C:20]3[CH:25]=[CH:24][C:23]([O:26][CH2:27][CH2:28][O:29][C:30]4[C:35]([Cl:36])=[CH:34][C:33]([CH3:37])=[CH:32][C:31]=4[Cl:38])=[CH:22][CH:21]=3)[CH2:10][NH:11][C:12](=[O:18])[O:13][C:14]([CH3:17])([CH3:16])[CH3:15])[CH2:6][CH2:5]2)CC1.[CH2:53]([N:55]=[C:56]=[O:57])[CH3:54].C(N(CC)CC)C. (2) The reactants are: [Cl:1][C:2]1[N:11]=[CH:10][C:9]2[NH:8][C:7](=[O:12])[CH:6]3[CH2:13][O:14][CH2:15][CH2:16][N:5]3[C:4]=2[N:3]=1.[CH3:17][C:18]([O-])([CH3:20])[CH3:19].[Na+].BrCC1CC1. Given the product [Cl:1][C:2]1[N:11]=[CH:10][C:9]2[N:8]([CH2:17][CH:18]3[CH2:20][CH2:19]3)[C:7](=[O:12])[CH:6]3[CH2:13][O:14][CH2:15][CH2:16][N:5]3[C:4]=2[N:3]=1, predict the reactants needed to synthesize it. (3) The reactants are: [CH2:1]([O:3][C:4]([C:6]1[C:14]2[N:13]=[C:12]([NH2:15])[NH:11][C:10]=2[CH:9]=[C:8](SCC)[CH:7]=1)=[O:5])[CH3:2].[CH:19]1C=C(Cl)C=C(C(OO)=O)[CH:20]=1.C([O-])(O)=O.[Na+].[O-:35][S:36]([O-:39])(=S)=O.[Na+].[Na+]. Given the product [CH2:1]([O:3][C:4]([C:6]1[C:14]2[N:13]=[C:12]([NH2:15])[NH:11][C:10]=2[CH:9]=[C:8]([S:36]([CH2:19][CH3:20])(=[O:39])=[O:35])[CH:7]=1)=[O:5])[CH3:2], predict the reactants needed to synthesize it.